From a dataset of Reaction yield outcomes from USPTO patents with 853,638 reactions. Predict the reaction yield, written as a fraction of the theoretical maximum amount of product (1.0 means a 100% yield; for example, 0.34 means a 34% yield). (1) The reactants are [CH3:1][O:2][C:3]1[C:10]([O:11][CH3:12])=[CH:9][CH:8]=[CH:7][C:4]=1[CH2:5]Br.[H-].[Na+].[F:15][C:16]([F:25])([F:24])[CH2:17][CH2:18][CH:19]([C:22]#[N:23])[C:20]#[N:21]. The catalyst is CN(C)C=O. The product is [CH3:1][O:2][C:3]1[C:10]([O:11][CH3:12])=[CH:9][CH:8]=[CH:7][C:4]=1[CH2:5][C:19]([CH2:18][CH2:17][C:16]([F:15])([F:24])[F:25])([C:20]#[N:21])[C:22]#[N:23]. The yield is 0.800. (2) The reactants are C([C:4]1[CH:5]=[N:6][N:7]([C:10]2[CH:15]=[C:14]([C:16]([OH:18])=[O:17])[CH:13]=[CH:12][N:11]=2)[C:8]=1[OH:9])(O)=O. The catalyst is Cl. The product is [OH:9][C:8]1[N:7]([C:10]2[CH:15]=[C:14]([CH:13]=[CH:12][N:11]=2)[C:16]([OH:18])=[O:17])[N:6]=[CH:5][CH:4]=1. The yield is 0.470. (3) The reactants are [CH3:1][C:2](C)([O-])[CH3:3].[K+].[C:7]([NH:17][CH2:18][CH2:19][CH2:20][CH2:21][C:22]1[CH:27]=[CH:26][C:25]([OH:28])=[CH:24][CH:23]=1)([O:9][CH2:10][C:11]1[CH:16]=[CH:15][CH:14]=[CH:13][CH:12]=1)=[O:8].C(Br)C=C. The catalyst is CC#N.C1OCCOCCOCCOCCOCCOC1. The product is [C:7]([NH:17][CH2:18][CH2:19][CH2:20][CH2:21][C:22]1[CH:27]=[CH:26][C:25]([O:28][CH2:3][CH:2]=[CH2:1])=[CH:24][CH:23]=1)([O:9][CH2:10][C:11]1[CH:12]=[CH:13][CH:14]=[CH:15][CH:16]=1)=[O:8]. The yield is 0.710. (4) The reactants are [CH3:1][O:2][C:3]1[CH:4]=[C:5]2[C:10](=[CH:11][CH:12]=1)[NH:9][C:8](=O)[CH:7]=[CH:6]2.P(Br)(Br)([Br:16])=O. No catalyst specified. The product is [Br:16][C:8]1[CH:7]=[CH:6][C:5]2[C:10](=[CH:11][CH:12]=[C:3]([O:2][CH3:1])[CH:4]=2)[N:9]=1. The yield is 0.493. (5) The reactants are [OH:1][C:2]1[CH:3]=[C:4]2[C:9](=[C:10]([CH3:12])[CH:11]=1)[O:8][CH:7]([C:13]([F:16])([F:15])[F:14])[C:6]([C:17]([O:19][CH2:20][CH3:21])=[O:18])=[CH:5]2.C([O-])([O-])=O.[K+].[K+].I[CH2:29][CH3:30]. The catalyst is CC(C)=O. The product is [CH2:29]([O:1][C:2]1[CH:3]=[C:4]2[C:9](=[C:10]([CH3:12])[CH:11]=1)[O:8][CH:7]([C:13]([F:16])([F:14])[F:15])[C:6]([C:17]([O:19][CH2:20][CH3:21])=[O:18])=[CH:5]2)[CH3:30]. The yield is 0.980.